This data is from NCI-60 drug combinations with 297,098 pairs across 59 cell lines. The task is: Regression. Given two drug SMILES strings and cell line genomic features, predict the synergy score measuring deviation from expected non-interaction effect. (1) Cell line: HCC-2998. Drug 2: CC12CCC3C(C1CCC2OP(=O)(O)O)CCC4=C3C=CC(=C4)OC(=O)N(CCCl)CCCl.[Na+]. Synergy scores: CSS=-0.580, Synergy_ZIP=2.06, Synergy_Bliss=0.909, Synergy_Loewe=-7.27, Synergy_HSA=-6.86. Drug 1: CC(C)CN1C=NC2=C1C3=CC=CC=C3N=C2N. (2) Drug 2: B(C(CC(C)C)NC(=O)C(CC1=CC=CC=C1)NC(=O)C2=NC=CN=C2)(O)O. Cell line: SW-620. Synergy scores: CSS=72.0, Synergy_ZIP=0.379, Synergy_Bliss=-1.34, Synergy_Loewe=-3.15, Synergy_HSA=-0.197. Drug 1: CCC1(CC2CC(C3=C(CCN(C2)C1)C4=CC=CC=C4N3)(C5=C(C=C6C(=C5)C78CCN9C7C(C=CC9)(C(C(C8N6C)(C(=O)OC)O)OC(=O)C)CC)OC)C(=O)OC)O.